Dataset: NCI-60 drug combinations with 297,098 pairs across 59 cell lines. Task: Regression. Given two drug SMILES strings and cell line genomic features, predict the synergy score measuring deviation from expected non-interaction effect. (1) Drug 1: CN1CCC(CC1)COC2=C(C=C3C(=C2)N=CN=C3NC4=C(C=C(C=C4)Br)F)OC. Drug 2: COC1=C2C(=CC3=C1OC=C3)C=CC(=O)O2. Cell line: MCF7. Synergy scores: CSS=7.36, Synergy_ZIP=-1.04, Synergy_Bliss=4.46, Synergy_Loewe=-1.07, Synergy_HSA=3.87. (2) Drug 1: C1CNP(=O)(OC1)N(CCCl)CCCl. Drug 2: B(C(CC(C)C)NC(=O)C(CC1=CC=CC=C1)NC(=O)C2=NC=CN=C2)(O)O. Cell line: HCC-2998. Synergy scores: CSS=35.4, Synergy_ZIP=0.393, Synergy_Bliss=-4.47, Synergy_Loewe=-70.7, Synergy_HSA=-6.96. (3) Drug 1: C1=CC(=C2C(=C1NCCNCCO)C(=O)C3=C(C=CC(=C3C2=O)O)O)NCCNCCO. Drug 2: COC1=CC(=CC(=C1O)OC)C2C3C(COC3=O)C(C4=CC5=C(C=C24)OCO5)OC6C(C(C7C(O6)COC(O7)C8=CC=CS8)O)O. Cell line: SF-539. Synergy scores: CSS=57.5, Synergy_ZIP=-1.57, Synergy_Bliss=-1.43, Synergy_Loewe=1.94, Synergy_HSA=3.89. (4) Drug 1: C1CN1C2=NC(=NC(=N2)N3CC3)N4CC4. Drug 2: CN(C)C1=NC(=NC(=N1)N(C)C)N(C)C. Cell line: MDA-MB-435. Synergy scores: CSS=5.82, Synergy_ZIP=-1.95, Synergy_Bliss=2.00, Synergy_Loewe=1.74, Synergy_HSA=1.81. (5) Cell line: KM12. Drug 2: CC1C(C(CC(O1)OC2CC(CC3=C2C(=C4C(=C3O)C(=O)C5=CC=CC=C5C4=O)O)(C(=O)C)O)N)O. Synergy scores: CSS=28.4, Synergy_ZIP=0.309, Synergy_Bliss=-1.20, Synergy_Loewe=-4.50, Synergy_HSA=-1.82. Drug 1: C1CCN(CC1)CCOC2=CC=C(C=C2)C(=O)C3=C(SC4=C3C=CC(=C4)O)C5=CC=C(C=C5)O. (6) Drug 1: CS(=O)(=O)CCNCC1=CC=C(O1)C2=CC3=C(C=C2)N=CN=C3NC4=CC(=C(C=C4)OCC5=CC(=CC=C5)F)Cl. Drug 2: CC(C)CN1C=NC2=C1C3=CC=CC=C3N=C2N. Cell line: ACHN. Synergy scores: CSS=12.5, Synergy_ZIP=-4.53, Synergy_Bliss=1.66, Synergy_Loewe=0.977, Synergy_HSA=1.30. (7) Cell line: SF-268. Drug 1: CN1CCC(CC1)COC2=C(C=C3C(=C2)N=CN=C3NC4=C(C=C(C=C4)Br)F)OC. Drug 2: CC1=C(N=C(N=C1N)C(CC(=O)N)NCC(C(=O)N)N)C(=O)NC(C(C2=CN=CN2)OC3C(C(C(C(O3)CO)O)O)OC4C(C(C(C(O4)CO)O)OC(=O)N)O)C(=O)NC(C)C(C(C)C(=O)NC(C(C)O)C(=O)NCCC5=NC(=CS5)C6=NC(=CS6)C(=O)NCCC[S+](C)C)O. Synergy scores: CSS=-0.0175, Synergy_ZIP=-5.42, Synergy_Bliss=-13.5, Synergy_Loewe=-29.3, Synergy_HSA=-16.3.